From a dataset of Full USPTO retrosynthesis dataset with 1.9M reactions from patents (1976-2016). Predict the reactants needed to synthesize the given product. (1) Given the product [Cl:1][C:2]1[CH:3]=[CH:4][C:5]([CH2:6][O:7][C:8]2[C:9]([O:26][CH2:27][CH3:28])=[C:10]([CH:11]=[CH:12][CH:13]=2)[CH2:14][C:15]2[C:23]3[C:18](=[N:19][CH:20]=[CH:21][CH:22]=3)[NH:17][CH:16]=2)=[CH:29][CH:30]=1, predict the reactants needed to synthesize it. The reactants are: [Cl:1][C:2]1[CH:30]=[CH:29][C:5]([CH2:6][O:7][C:8]2[C:9]([O:26][CH2:27][CH3:28])=[C:10]([CH:14](OC)[C:15]3[C:23]4[C:18](=[N:19][CH:20]=[CH:21][CH:22]=4)[NH:17][CH:16]=3)[CH:11]=[CH:12][CH:13]=2)=[CH:4][CH:3]=1.FC(F)(F)C(O)=O.C([SiH](CC)CC)C. (2) Given the product [Cl:21][C:18]1[CH:19]=[CH:20][C:15]([S:12]([NH:11][C:4]2[C:5]([C:8]([N:29]3[CH2:30][CH2:31][C@H:32]([OH:33])[C:27]([CH3:34])([CH3:26])[CH2:28]3)=[O:10])=[N:6][CH:7]=[C:2]([Cl:1])[CH:3]=2)(=[O:13])=[O:14])=[CH:16][C:17]=1[C:22]([F:24])([F:25])[F:23], predict the reactants needed to synthesize it. The reactants are: [Cl:1][C:2]1[CH:3]=[C:4]([NH:11][S:12]([C:15]2[CH:20]=[CH:19][C:18]([Cl:21])=[C:17]([C:22]([F:25])([F:24])[F:23])[CH:16]=2)(=[O:14])=[O:13])[C:5]([C:8]([OH:10])=O)=[N:6][CH:7]=1.[CH3:26][C:27]1([CH3:34])[CH:32]([OH:33])[CH2:31][CH2:30][NH:29][CH2:28]1.CN(C(ON1N=NC2C=CC=NC1=2)=[N+](C)C)C.F[P-](F)(F)(F)(F)F.CCN(C(C)C)C(C)C. (3) Given the product [CH2:4]([O:6][C:7]([C@@H:9]1[CH2:13][CH2:12][CH:11]([CH2:14][CH2:15][OH:1])[N:10]1[C:17]([O:19][C:20]([CH3:23])([CH3:22])[CH3:21])=[O:18])=[O:8])[CH3:5], predict the reactants needed to synthesize it. The reactants are: [O:1]=[O+][O-].[CH2:4]([O:6][C:7]([C@@H:9]1[CH2:13][CH2:12][CH:11]([CH2:14][CH:15]=C)[N:10]1[C:17]([O:19][C:20]([CH3:23])([CH3:22])[CH3:21])=[O:18])=[O:8])[CH3:5].[BH4-].[Na+].